This data is from Forward reaction prediction with 1.9M reactions from USPTO patents (1976-2016). The task is: Predict the product of the given reaction. (1) Given the reactants N.O1CCOCC1.C([N:10](CC)CC)C.[C:15]([C:17]1[CH:18]=[CH:19][C:20]([C@@H:27]2[C:32]([C:33]#[N:34])=[C:31]([CH3:35])[N:30]([C:36]3[CH:41]=[CH:40][CH:39]=[C:38]([C:42]([F:45])([F:44])[F:43])[CH:37]=3)[C:29](=[O:46])[N:28]2[CH3:47])=[C:21]([S:23](Cl)(=[O:25])=[O:24])[CH:22]=1)#[N:16], predict the reaction product. The product is: [C:15]([C:17]1[CH:18]=[CH:19][C:20]([C@@H:27]2[C:32]([C:33]#[N:34])=[C:31]([CH3:35])[N:30]([C:36]3[CH:41]=[CH:40][CH:39]=[C:38]([C:42]([F:45])([F:44])[F:43])[CH:37]=3)[C:29](=[O:46])[N:28]2[CH3:47])=[C:21]([S:23]([NH2:10])(=[O:25])=[O:24])[CH:22]=1)#[N:16]. (2) Given the reactants [C:1]([C:3]1[C:4]([N:22]2[CH2:27][CH2:26][CH:25]([C:28](O)=[O:29])[CH2:24][CH2:23]2)=[N:5][C:6]([CH2:15][N:16]2[CH2:20][CH2:19][CH2:18][C:17]2=[O:21])=[C:7]([C:9](=[O:14])[CH2:10][CH2:11][CH2:12][CH3:13])[CH:8]=1)#[N:2].[F:31][C:32]1[CH:37]=[CH:36][C:35]([N:38]([CH3:43])[S:39]([NH2:42])(=[O:41])=[O:40])=[CH:34][CH:33]=1, predict the reaction product. The product is: [C:1]([C:3]1[C:4]([N:22]2[CH2:23][CH2:24][CH:25]([C:28]([NH:42][S:39]([N:38]([C:35]3[CH:36]=[CH:37][C:32]([F:31])=[CH:33][CH:34]=3)[CH3:43])(=[O:40])=[O:41])=[O:29])[CH2:26][CH2:27]2)=[N:5][C:6]([CH2:15][N:16]2[CH2:20][CH2:19][CH2:18][C:17]2=[O:21])=[C:7]([C:9](=[O:14])[CH2:10][CH2:11][CH2:12][CH3:13])[CH:8]=1)#[N:2].